From a dataset of Full USPTO retrosynthesis dataset with 1.9M reactions from patents (1976-2016). Predict the reactants needed to synthesize the given product. (1) Given the product [Cl:1][C:2]1[CH:7]=[CH:6][C:5]([C:8]2([OH:41])[CH2:13][CH2:12][N:11]([CH2:14][CH2:15][CH:16]=[C:17]3[C:23]4[CH:24]=[CH:25][CH:26]=[N:27][C:22]=4[CH2:21][O:20][C:19]4[CH:28]=[CH:29][C:30]([O:32][CH2:33][CH2:34][OH:35])=[CH:31][C:18]3=4)[CH2:10][C:9]2([CH3:39])[CH3:40])=[CH:4][CH:3]=1, predict the reactants needed to synthesize it. The reactants are: [Cl:1][C:2]1[CH:7]=[CH:6][C:5]([C:8]2([OH:41])[CH2:13][CH2:12][N:11]([CH2:14][CH2:15][CH:16]=[C:17]3[C:23]4[CH:24]=[CH:25][CH:26]=[N:27][C:22]=4[CH2:21][O:20][C:19]4[CH:28]=[CH:29][C:30]([O:32][CH2:33][CH2:34][O:35]C(=O)C)=[CH:31][C:18]3=4)[CH2:10][C:9]2([CH3:40])[CH3:39])=[CH:4][CH:3]=1.[OH-].[Na+]. (2) Given the product [Br:25][C:26]1[CH:27]=[N:28][C:29]([NH:1][CH2:2][C@@H:3]2[C@H:8]([CH3:9])[CH2:7][CH2:6][CH2:5][N:4]2[C:10]([C:12]2[N:13]=[C:14]([CH3:24])[S:15][C:16]=2[C:17]2[CH:18]=[CH:19][C:20]([F:23])=[CH:21][CH:22]=2)=[O:11])=[N:30][CH:31]=1, predict the reactants needed to synthesize it. The reactants are: [NH2:1][CH2:2][C@@H:3]1[C@H:8]([CH3:9])[CH2:7][CH2:6][CH2:5][N:4]1[C:10]([C:12]1[N:13]=[C:14]([CH3:24])[S:15][C:16]=1[C:17]1[CH:22]=[CH:21][C:20]([F:23])=[CH:19][CH:18]=1)=[O:11].[Br:25][C:26]1[CH:27]=[N:28][C:29](Cl)=[N:30][CH:31]=1.CCN(C(C)C)C(C)C. (3) Given the product [CH:14]1([C:12]([C:6]2[CH:7]=[N:8][C:9]3[C:4]([C:5]=2[NH:17][C:18]2[CH:19]=[N:20][C:21]([CH2:24][N:25]([CH3:26])[CH3:27])=[CH:22][CH:23]=2)=[CH:3][C:2]([C:33]2[CH:34]=[C:29]([Cl:28])[C:30]([OH:45])=[C:31]([Cl:44])[CH:32]=2)=[CH:11][CH:10]=3)=[O:13])[CH2:15][CH2:16]1, predict the reactants needed to synthesize it. The reactants are: Br[C:2]1[CH:3]=[C:4]2[C:9](=[CH:10][CH:11]=1)[N:8]=[CH:7][C:6]([C:12]([CH:14]1[CH2:16][CH2:15]1)=[O:13])=[C:5]2[NH:17][C:18]1[CH:19]=[N:20][C:21]([CH2:24][N:25]([CH3:27])[CH3:26])=[CH:22][CH:23]=1.[Cl:28][C:29]1[CH:34]=[C:33](B2OC(C)(C)C(C)(C)O2)[CH:32]=[C:31]([Cl:44])[C:30]=1[OH:45]. (4) Given the product [F:31][C@@H:32]1[CH2:37][N:36]([C:3](=[O:4])[C@@H:2]([OH:6])[CH3:1])[C@@H:35]([CH3:38])[CH2:34][CH:33]1[O:39][C:40]1[CH:47]=[CH:46][C:45]([C:48]2[N:53]=[C:52]([NH:54][C:55]3[CH:56]=[CH:57][C:58]([N:61]4[CH2:66][CH2:65][N:64]([CH:67]5[CH2:68][O:69][CH2:70]5)[CH2:63][CH2:62]4)=[CH:59][CH:60]=3)[N:51]=[CH:50][N:49]=2)=[CH:44][C:41]=1[C:42]#[N:43], predict the reactants needed to synthesize it. The reactants are: [CH3:1][C@@H:2]([OH:6])[C:3](O)=[O:4].CN(C(ON1N=NC2C=CC=NC1=2)=[N+](C)C)C.F[P-](F)(F)(F)(F)F.[F:31][C@@H:32]1[CH2:37][NH:36][C@@H:35]([CH3:38])[CH2:34][C@@H:33]1[O:39][C:40]1[CH:47]=[CH:46][C:45]([C:48]2[N:53]=[C:52]([NH:54][C:55]3[CH:60]=[CH:59][C:58]([N:61]4[CH2:66][CH2:65][N:64]([CH:67]5[CH2:70][O:69][CH2:68]5)[CH2:63][CH2:62]4)=[CH:57][CH:56]=3)[N:51]=[CH:50][N:49]=2)=[CH:44][C:41]=1[C:42]#[N:43].CCN(C(C)C)C(C)C.[OH-].[Na+].C(O)(C(F)(F)F)=O. (5) Given the product [C:31]([C:3]1[C:2]([C:37]([NH2:33])=[O:38])=[C:14]2[C:6]([C:7]3[C:8](=[O:30])[C:9]4[CH:20]=[CH:19][C:18]([O:21][CH2:22][C@H:23]5[CH2:27][O:26][C:25]([CH3:28])([CH3:29])[O:24]5)=[CH:17][C:10]=4[C:11]([CH3:16])([CH3:15])[C:12]=3[NH:13]2)=[CH:5][CH:4]=1)#[N:32], predict the reactants needed to synthesize it. The reactants are: Br[C:2]1[C:3]([C:31]#[N:32])=[CH:4][CH:5]=[C:6]2[C:14]=1[NH:13][C:12]1[C:11]([CH3:16])([CH3:15])[C:10]3[CH:17]=[C:18]([O:21][CH2:22][C@H:23]4[CH2:27][O:26][C:25]([CH3:29])([CH3:28])[O:24]4)[CH:19]=[CH:20][C:9]=3[C:8](=[O:30])[C:7]2=1.[NH:33]1[CH:37]=CN=C1.[OH2:38]. (6) Given the product [F:8][C:9]1[CH:14]=[CH:13][C:12]([CH2:15][CH2:16][N:4]2[CH2:5][CH2:6][NH:1][C:2](=[O:7])[CH2:3]2)=[CH:11][CH:10]=1, predict the reactants needed to synthesize it. The reactants are: [NH:1]1[CH2:6][CH2:5][NH:4][CH2:3][C:2]1=[O:7].[F:8][C:9]1[CH:14]=[CH:13][C:12]([CH2:15][CH2:16]Cl)=[CH:11][CH:10]=1.CCN(C(C)C)C(C)C. (7) Given the product [CH2:37]([N:3]([CH2:1][CH3:2])[CH2:4][CH2:5][CH2:6][NH:7][C:8]1[N:9]=[C:10]([C:27]2[C:28]([CH3:36])=[C:29]([CH:33]=[CH:34][CH:35]=2)[C:30]([NH:74][CH2:70][CH:71]([CH3:73])[CH3:72])=[O:32])[C:11]2[CH:17]=[CH:16][C:15](=[O:18])[N:14]([C:19]3[C:20]([F:26])=[CH:21][CH:22]=[CH:23][C:24]=3[F:25])[C:12]=2[N:13]=1)[CH3:38], predict the reactants needed to synthesize it. The reactants are: [CH2:1]([N:3]([CH2:37][CH3:38])[CH2:4][CH2:5][CH2:6][NH:7][C:8]1[N:9]=[C:10]([C:27]2[C:28]([CH3:36])=[C:29]([CH:33]=[CH:34][CH:35]=2)[C:30]([OH:32])=O)[C:11]2[CH:17]=[CH:16][C:15](=[O:18])[N:14]([C:19]3[C:24]([F:25])=[CH:23][CH:22]=[CH:21][C:20]=3[F:26])[C:12]=2[N:13]=1)[CH3:2].CN(C(ON1N=NC2C=CC=CC1=2)=[N+](C)C)C.F[P-](F)(F)(F)(F)F.C(N(CC)CC)C.[CH2:70]([NH2:74])[CH:71]([CH3:73])[CH3:72]. (8) Given the product [C:1]([C:3]1[CH:4]=[CH:5][C:6]([C:9]2[N:13]([C:14]3[CH:15]=[N:16][C:17]([O:20][CH3:21])=[CH:18][CH:19]=3)[N:12]=[C:11]([C:22]([OH:24])=[O:23])[CH:10]=2)=[N:7][CH:8]=1)#[N:2], predict the reactants needed to synthesize it. The reactants are: [C:1]([C:3]1[CH:4]=[CH:5][C:6]([C:9]2[N:13]([C:14]3[CH:15]=[N:16][C:17]([O:20][CH3:21])=[CH:18][CH:19]=3)[N:12]=[C:11]([C:22]([O:24]CC)=[O:23])[CH:10]=2)=[N:7][CH:8]=1)#[N:2].O.[OH-].[Li+]. (9) Given the product [C:12]([N:15]([CH2:29][C:30]1[CH:35]=[CH:34][CH:33]=[CH:32][C:31]=1[CH:36]=[CH:1][CH3:2])[C:16]1[CH:21]=[CH:20][CH:19]=[CH:18][C:17]=1[O:22][C:23]1[CH:24]=[CH:25][CH:26]=[CH:27][CH:28]=1)(=[O:14])[CH3:13], predict the reactants needed to synthesize it. The reactants are: [CH2:1]([Li])[CH2:2]CC.CCCCCC.[C:12]([N:15]([CH2:29][C:30]1[CH:35]=[CH:34][CH:33]=[CH:32][C:31]=1[CH:36]=O)[C:16]1[CH:21]=[CH:20][CH:19]=[CH:18][C:17]=1[O:22][C:23]1[CH:28]=[CH:27][CH:26]=[CH:25][CH:24]=1)(=[O:14])[CH3:13].[Cl-].[NH4+]. (10) Given the product [O:1]1[C:5]2[CH:6]=[CH:7][C:8]([CH:10]3[CH2:15][CH2:14][N:13]([C:16]([O:18][C:19]([CH3:20])([CH3:22])[CH3:21])=[O:17])[CH2:12][CH:11]3[O:23][CH2:25][C:26]3[CH:35]=[CH:34][C:33]4[C:28](=[CH:29][CH:30]=[CH:31][CH:32]=4)[CH:27]=3)=[CH:9][C:4]=2[O:3][CH2:2]1, predict the reactants needed to synthesize it. The reactants are: [O:1]1[C:5]2[CH:6]=[CH:7][C:8]([CH:10]3[CH2:15][CH2:14][N:13]([C:16]([O:18][C:19]([CH3:22])([CH3:21])[CH3:20])=[O:17])[CH2:12][CH:11]3[OH:23])=[CH:9][C:4]=2[O:3][CH2:2]1.Br[CH2:25][C:26]1[CH:35]=[CH:34][C:33]2[C:28](=[CH:29][CH:30]=[CH:31][CH:32]=2)[CH:27]=1.